This data is from Peptide-MHC class I binding affinity with 185,985 pairs from IEDB/IMGT. The task is: Regression. Given a peptide amino acid sequence and an MHC pseudo amino acid sequence, predict their binding affinity value. This is MHC class I binding data. (1) The peptide sequence is WQDGGWQSV. The MHC is HLA-A69:01 with pseudo-sequence HLA-A69:01. The binding affinity (normalized) is 0.0847. (2) The peptide sequence is YSARRHRIL. The MHC is Mamu-B1001 with pseudo-sequence Mamu-B1001. The binding affinity (normalized) is 0.200. (3) The peptide sequence is ISLLFLLL. The MHC is H-2-Db with pseudo-sequence H-2-Db. The binding affinity (normalized) is 0.243. (4) The peptide sequence is YEFLQPILL. The MHC is HLA-A11:01 with pseudo-sequence HLA-A11:01. The binding affinity (normalized) is 0.